Dataset: Full USPTO retrosynthesis dataset with 1.9M reactions from patents (1976-2016). Task: Predict the reactants needed to synthesize the given product. Given the product [C:12]([C:14]1[C:23]2[C:18](=[CH:19][CH:20]=[CH:21][CH:22]=2)[C:17]([O:11][CH:8]2[CH2:7][NH:6][CH2:5][C:4]3[CH:3]=[C:2]([CH3:1])[S:10][C:9]2=3)=[CH:16][CH:15]=1)#[N:13], predict the reactants needed to synthesize it. The reactants are: [CH3:1][C:2]1[S:10][C:9]2[CH:8]([OH:11])[CH2:7][NH:6][CH2:5][C:4]=2[CH:3]=1.[C:12]([C:14]1[C:23]2[C:18](=[CH:19][CH:20]=[CH:21][CH:22]=2)[C:17](F)=[CH:16][CH:15]=1)#[N:13].